From a dataset of Forward reaction prediction with 1.9M reactions from USPTO patents (1976-2016). Predict the product of the given reaction. Given the reactants [CH:1]1([N:4]([CH2:35][CH2:36]O)[C:5]([C:7]2[C:12]([O:13][CH2:14][C:15]3[CH:20]=[CH:19][CH:18]=[CH:17][CH:16]=3)=[C:11]([OH:21])[N:10]=[C:9]([CH2:22][C:23]3([C:28]4[CH:33]=[CH:32][C:31]([Cl:34])=[CH:30][CH:29]=4)[CH2:27][CH2:26][CH2:25][CH2:24]3)[N:8]=2)=[O:6])[CH2:3][CH2:2]1.C1(P(C2C=CC=CC=2)C2C=CC=CC=2)C=CC=CC=1.N(C(OC(C)C)=O)=NC(OC(C)C)=O, predict the reaction product. The product is: [CH2:14]([O:13][C:12]1[C:11](=[O:21])[N:10]=[C:9]([CH2:22][C:23]2([C:28]3[CH:29]=[CH:30][C:31]([Cl:34])=[CH:32][CH:33]=3)[CH2:27][CH2:26][CH2:25][CH2:24]2)[N:8]2[CH2:36][CH2:35][N:4]([CH:1]3[CH2:2][CH2:3]3)[C:5](=[O:6])[C:7]=12)[C:15]1[CH:20]=[CH:19][CH:18]=[CH:17][CH:16]=1.